The task is: Regression. Given two drug SMILES strings and cell line genomic features, predict the synergy score measuring deviation from expected non-interaction effect.. This data is from NCI-60 drug combinations with 297,098 pairs across 59 cell lines. (1) Drug 1: CC1C(C(CC(O1)OC2CC(OC(C2O)C)OC3=CC4=CC5=C(C(=O)C(C(C5)C(C(=O)C(C(C)O)O)OC)OC6CC(C(C(O6)C)O)OC7CC(C(C(O7)C)O)OC8CC(C(C(O8)C)O)(C)O)C(=C4C(=C3C)O)O)O)O. Drug 2: CCC1(C2=C(COC1=O)C(=O)N3CC4=CC5=C(C=CC(=C5CN(C)C)O)N=C4C3=C2)O.Cl. Cell line: NCI-H226. Synergy scores: CSS=59.3, Synergy_ZIP=-6.24, Synergy_Bliss=-4.42, Synergy_Loewe=-3.15, Synergy_HSA=-1.03. (2) Drug 1: C1CC(=O)NC(=O)C1N2CC3=C(C2=O)C=CC=C3N. Drug 2: C1=C(C(=O)NC(=O)N1)N(CCCl)CCCl. Cell line: EKVX. Synergy scores: CSS=6.03, Synergy_ZIP=-4.31, Synergy_Bliss=-1.67, Synergy_Loewe=-1.30, Synergy_HSA=-0.788.